From a dataset of Catalyst prediction with 721,799 reactions and 888 catalyst types from USPTO. Predict which catalyst facilitates the given reaction. Reactant: [C:1]([O:5][C:6]([N:8]1[CH2:12][C@H:11]([F:13])[CH2:10][C@H:9]1[C:14]([OH:16])=O)=[O:7])([CH3:4])([CH3:3])[CH3:2].[Br:17][C:18]1[CH:19]=[C:20]([CH2:25][NH2:26])[CH:21]=[C:22]([F:24])[CH:23]=1.C(N(CC)C(C)C)(C)C.CN(C(ON1N=NC2C=CC=NC1=2)=[N+](C)C)C.F[P-](F)(F)(F)(F)F. Product: [Br:17][C:18]1[CH:19]=[C:20]([CH:21]=[C:22]([F:24])[CH:23]=1)[CH2:25][NH:26][C:14]([C@@H:9]1[CH2:10][C@@H:11]([F:13])[CH2:12][N:8]1[C:6]([O:5][C:1]([CH3:2])([CH3:3])[CH3:4])=[O:7])=[O:16]. The catalyst class is: 9.